Regression. Given a peptide amino acid sequence and an MHC pseudo amino acid sequence, predict their binding affinity value. This is MHC class I binding data. From a dataset of Peptide-MHC class I binding affinity with 185,985 pairs from IEDB/IMGT. The peptide sequence is KTMMQAHDL. The MHC is BoLA-JSP.1 with pseudo-sequence BoLA-JSP.1. The binding affinity (normalized) is 0.0641.